From a dataset of NCI-60 drug combinations with 297,098 pairs across 59 cell lines. Regression. Given two drug SMILES strings and cell line genomic features, predict the synergy score measuring deviation from expected non-interaction effect. (1) Drug 1: C1=C(C(=O)NC(=O)N1)F. Drug 2: CN(CC1=CN=C2C(=N1)C(=NC(=N2)N)N)C3=CC=C(C=C3)C(=O)NC(CCC(=O)O)C(=O)O. Cell line: BT-549. Synergy scores: CSS=23.5, Synergy_ZIP=-7.85, Synergy_Bliss=-1.85, Synergy_Loewe=-1.48, Synergy_HSA=-1.35. (2) Drug 1: CC(CN1CC(=O)NC(=O)C1)N2CC(=O)NC(=O)C2. Drug 2: CCCCC(=O)OCC(=O)C1(CC(C2=C(C1)C(=C3C(=C2O)C(=O)C4=C(C3=O)C=CC=C4OC)O)OC5CC(C(C(O5)C)O)NC(=O)C(F)(F)F)O. Cell line: OVCAR-8. Synergy scores: CSS=21.2, Synergy_ZIP=-3.93, Synergy_Bliss=0.648, Synergy_Loewe=1.20, Synergy_HSA=1.02. (3) Drug 1: CC1=C2C(C(=O)C3(C(CC4C(C3C(C(C2(C)C)(CC1OC(=O)C(C(C5=CC=CC=C5)NC(=O)OC(C)(C)C)O)O)OC(=O)C6=CC=CC=C6)(CO4)OC(=O)C)OC)C)OC. Drug 2: COCCOC1=C(C=C2C(=C1)C(=NC=N2)NC3=CC=CC(=C3)C#C)OCCOC.Cl. Cell line: LOX IMVI. Synergy scores: CSS=52.4, Synergy_ZIP=7.33, Synergy_Bliss=5.29, Synergy_Loewe=-22.7, Synergy_HSA=6.70. (4) Drug 1: C1=NC2=C(N1)C(=S)N=C(N2)N. Drug 2: CC1=C(N=C(N=C1N)C(CC(=O)N)NCC(C(=O)N)N)C(=O)NC(C(C2=CN=CN2)OC3C(C(C(C(O3)CO)O)O)OC4C(C(C(C(O4)CO)O)OC(=O)N)O)C(=O)NC(C)C(C(C)C(=O)NC(C(C)O)C(=O)NCCC5=NC(=CS5)C6=NC(=CS6)C(=O)NCCC[S+](C)C)O. Cell line: UACC-257. Synergy scores: CSS=12.5, Synergy_ZIP=-5.74, Synergy_Bliss=2.98, Synergy_Loewe=-3.23, Synergy_HSA=-2.16.